From a dataset of Forward reaction prediction with 1.9M reactions from USPTO patents (1976-2016). Predict the product of the given reaction. (1) The product is: [C:12]([O:15][C:4](=[O:5])[C:3]1[CH:7]=[CH:8][CH:9]=[CH:10][C:2]=1[Br:1])([CH3:14])([CH3:13])[CH3:11]. Given the reactants [Br:1][C:2]1[CH:10]=[CH:9][CH:8]=[CH:7][C:3]=1[C:4](Cl)=[O:5].[CH3:11][C:12]([OH:15])([CH3:14])[CH3:13], predict the reaction product. (2) Given the reactants C([O:3][C:4](=[O:35])[CH2:5][CH:6]1[S:10][C:9]([C:11]2[NH:12][C:13]3[C:18]([CH:19]=2)=[CH:17][C:16]([O:20][CH2:21][CH2:22][O:23][CH3:24])=[CH:15][C:14]=3[N:25]([CH3:34])[S:26]([C:29]2[S:30][CH:31]=[CH:32][CH:33]=2)(=[O:28])=[O:27])=[N:8][CH2:7]1)C.[OH-].[Na+].O1CCCC1.C(O)(=O)CC(CC(O)=O)(C(O)=O)O, predict the reaction product. The product is: [CH3:24][O:23][CH2:22][CH2:21][O:20][C:16]1[CH:17]=[C:18]2[C:13](=[C:14]([N:25]([CH3:34])[S:26]([C:29]3[S:30][CH:31]=[CH:32][CH:33]=3)(=[O:28])=[O:27])[CH:15]=1)[NH:12][C:11]([C:9]1[S:10][CH:6]([CH2:5][C:4]([OH:35])=[O:3])[CH2:7][N:8]=1)=[CH:19]2. (3) Given the reactants [F:1][C:2]1[CH:10]=[C:9]([F:11])[CH:8]=[C:7]2[C:3]=1[CH:4]=[CH:5][N:6]2[CH2:12][C:13]([O:15]CC)=[O:14].CC(C)C(N1C=CC(C(F)(F)F)=N1)C(OCC)=O, predict the reaction product. The product is: [F:1][C:2]1[CH:10]=[C:9]([F:11])[CH:8]=[C:7]2[C:3]=1[CH:4]=[CH:5][N:6]2[CH2:12][C:13]([OH:15])=[O:14]. (4) Given the reactants [F:1][C:2]([F:19])([C:9]([F:18])([F:17])[C:10]([F:16])([F:15])[C:11]([F:14])([F:13])[F:12])[CH2:3][CH2:4][S:5][CH2:6][CH2:7][OH:8].ClC1C=CC=C(C(OO)=O)C=1.[OH2:31].[OH2:32].O.O.O.S([O-])([O-])(=O)=S.[Na+].[Na+].O, predict the reaction product. The product is: [F:19][C:2]([F:1])([C:9]([F:17])([F:18])[C:10]([F:15])([F:16])[C:11]([F:12])([F:13])[F:14])[CH2:3][CH2:4][S:5]([CH2:6][CH2:7][OH:8])(=[O:32])=[O:31]. (5) Given the reactants N1C=CN=C1.[CH3:6][C:7]([Si:10](Cl)([CH3:12])[CH3:11])([CH3:9])[CH3:8].[CH3:14][C:15]1[N:20]=[C:19]([CH2:21][OH:22])[CH:18]=[CH:17][CH:16]=1.O, predict the reaction product. The product is: [Si:10]([O:22][CH2:21][C:19]1[CH:18]=[CH:17][CH:16]=[C:15]([CH3:14])[N:20]=1)([C:7]([CH3:9])([CH3:8])[CH3:6])([CH3:12])[CH3:11]. (6) Given the reactants Cl[C:2]1[C:3]2[CH:13]=[CH:12][S:11][C:4]=2[NH:5][C:6](=[O:10])[C:7]=1[C:8]#[N:9].[N:14]1([C:20]([C:22]2[S:23][CH:24]=[CH:25][CH:26]=2)=[O:21])[CH2:19][CH2:18][NH:17][CH2:16][CH2:15]1, predict the reaction product. The product is: [O:10]=[C:6]1[NH:5][C:4]2[S:11][CH:12]=[CH:13][C:3]=2[C:2]([N:17]2[CH2:18][CH2:19][N:14]([C:20]([C:22]3[S:23][CH:24]=[CH:25][CH:26]=3)=[O:21])[CH2:15][CH2:16]2)=[C:7]1[C:8]#[N:9].